This data is from Catalyst prediction with 721,799 reactions and 888 catalyst types from USPTO. The task is: Predict which catalyst facilitates the given reaction. (1) Reactant: [C@H:1]1([C:11]([OH:13])=O)[C:10]2[C:5](=[CH:6][CH:7]=[CH:8][CH:9]=2)[CH2:4][CH2:3][CH2:2]1.[CH2:14]([O:16][C:17]([C:19]1([NH2:28])[CH2:27][C:26]2[C:21](=[CH:22][CH:23]=[CH:24][CH:25]=2)[CH2:20]1)=[O:18])[CH3:15].CN(C(ON1N=NC2C=CC=NC1=2)=[N+](C)C)C.F[P-](F)(F)(F)(F)F.CCN(C(C)C)C(C)C. Product: [CH2:14]([O:16][C:17]([C:19]1([NH:28][C:11]([C@H:1]2[C:10]3[C:5](=[CH:6][CH:7]=[CH:8][CH:9]=3)[CH2:4][CH2:3][CH2:2]2)=[O:13])[CH2:27][C:26]2[C:21](=[CH:22][CH:23]=[CH:24][CH:25]=2)[CH2:20]1)=[O:18])[CH3:15]. The catalyst class is: 3. (2) Reactant: Cl.[NH:2]1[CH2:5][CH:4]([C:6]#[N:7])[CH2:3]1.C(N(CC)CC)C.[Cl:15][C:16]1[CH:17]=[C:18]([CH:21]=[CH:22][C:23]=1[Cl:24])[CH2:19]Br. Product: [Cl:15][C:16]1[CH:17]=[C:18]([CH:21]=[CH:22][C:23]=1[Cl:24])[CH2:19][N:2]1[CH2:5][CH:4]([C:6]#[N:7])[CH2:3]1. The catalyst class is: 4. (3) Reactant: [O:1]([C:8]1[N:13]=[N:12][C:11]([O:14][CH:15]2[CH:20]3[CH2:21][CH2:22][N:17]([CH2:18][CH2:19]3)[CH2:16]2)=[CH:10][CH:9]=1)[C:2]1[CH:7]=[CH:6][CH:5]=[CH:4][CH:3]=1.[ClH:23].O1CCOCC1. Product: [ClH:23].[O:1]([C:8]1[N:13]=[N:12][C:11]([O:14][CH:15]2[CH:20]3[CH2:19][CH2:18][N:17]([CH2:22][CH2:21]3)[CH2:16]2)=[CH:10][CH:9]=1)[C:2]1[CH:3]=[CH:4][CH:5]=[CH:6][CH:7]=1. The catalyst class is: 13. (4) Reactant: C(N(CCC)[C:5]1[CH:10]=[CH:9][C:8]([NH:11][C:12](=[O:27])[C:13]2[CH:18]=[CH:17][C:16]([CH2:19][NH:20][CH2:21][C:22]3[NH:23][CH:24]=[CH:25][N:26]=3)=[CH:15][CH:14]=2)=[CH:7][CH:6]=1)CC.[CH2:31]([N:34]1[CH:38]=[CH:37][N:36]=[C:35]1[CH:39]=O)[CH2:32][CH3:33].[C:41]([BH3-])#[N:42].[Na+].[OH-].[Na+]. Product: [CH2:6]([N:42]([CH2:41][C:5]1[CH:10]=[CH:9][C:8]([NH:11][C:12](=[O:27])[C:13]2[CH:14]=[CH:15][C:16]([CH2:19][N:20]([CH2:21][C:22]3[NH:26][CH:25]=[CH:24][N:23]=3)[CH2:39][C:35]3[N:34]([CH2:31][CH2:32][CH3:33])[CH:38]=[CH:37][N:36]=3)=[CH:17][CH:18]=2)=[CH:7][CH:6]=1)[CH2:7][CH2:8][CH3:9])[CH2:5][CH3:10]. The catalyst class is: 130.